This data is from Reaction yield outcomes from USPTO patents with 853,638 reactions. The task is: Predict the reaction yield, written as a fraction of the theoretical maximum amount of product (1.0 means a 100% yield; for example, 0.34 means a 34% yield). (1) The reactants are [F:1][C:2]1[CH:10]=[CH:9][CH:8]=[CH:7][C:3]=1[CH2:4][CH2:5][OH:6].[Cr](Cl)([O-])(=O)=O.[NH+]1C=CC=CC=1. The catalyst is C(Cl)Cl. The product is [F:1][C:2]1[CH:10]=[CH:9][CH:8]=[CH:7][C:3]=1[CH2:4][CH:5]=[O:6]. The yield is 0.990. (2) The reactants are [CH:1]1([CH2:7][N:8]2[C:12]([CH3:13])=[C:11]([S:14]([CH2:17][CH:18]3[CH2:20][CH2:19]3)(=[O:16])=[O:15])[CH:10]=[C:9]2[C:21]([O:23]CC)=[O:22])[CH2:6][CH2:5][CH2:4][CH2:3][CH2:2]1.O[Li].O. The catalyst is O.CCO. The product is [CH:1]1([CH2:7][N:8]2[C:12]([CH3:13])=[C:11]([S:14]([CH2:17][CH:18]3[CH2:19][CH2:20]3)(=[O:15])=[O:16])[CH:10]=[C:9]2[C:21]([OH:23])=[O:22])[CH2:6][CH2:5][CH2:4][CH2:3][CH2:2]1. The yield is 0.920. (3) The reactants are [F:1][C:2]([F:14])([F:13])[O:3][C:4]1[CH:5]=[C:6]([CH:10]=[CH:11][CH:12]=1)[C:7]([OH:9])=O.C(Cl)(=O)C(Cl)=O.O1CCCC1.[NH2:26][C:27]1[CH:28]=[CH:29][C:30]([O:49][CH3:50])=[C:31]([CH:48]=1)[O:32][C:33]1[CH:34]=[CH:35][C:36]2[N:37]([CH:39]=[C:40]([NH:42][C:43]([CH:45]3[CH2:47][CH2:46]3)=[O:44])[N:41]=2)[N:38]=1. The catalyst is CN(C)C=O.CN1CCCC1=O. The product is [CH:45]1([C:43]([NH:42][C:40]2[N:41]=[C:36]3[CH:35]=[CH:34][C:33]([O:32][C:31]4[CH:48]=[C:27]([NH:26][C:7](=[O:9])[C:6]5[CH:10]=[CH:11][CH:12]=[C:4]([O:3][C:2]([F:1])([F:14])[F:13])[CH:5]=5)[CH:28]=[CH:29][C:30]=4[O:49][CH3:50])=[N:38][N:37]3[CH:39]=2)=[O:44])[CH2:46][CH2:47]1. The yield is 0.540.